From a dataset of Full USPTO retrosynthesis dataset with 1.9M reactions from patents (1976-2016). Predict the reactants needed to synthesize the given product. (1) Given the product [CH3:28][S:29]([O:1][CH2:2][C:3]1[CH:18]=[CH:17][C:6]([CH2:7][CH2:8][NH:9][C:10]([O:11][C:12]([CH3:15])([CH3:13])[CH3:14])=[O:16])=[CH:5][CH:4]=1)(=[O:31])=[O:30], predict the reactants needed to synthesize it. The reactants are: [OH:1][CH2:2][C:3]1[CH:18]=[CH:17][C:6]([CH2:7][CH2:8][NH:9][C:10](=[O:16])[O:11][C:12]([CH3:15])([CH3:14])[CH3:13])=[CH:5][CH:4]=1.C(N(CC)C(C)C)(C)C.[CH3:28][S:29](Cl)(=[O:31])=[O:30].C(OCC)(=O)C. (2) Given the product [CH3:15][C:13]1[CH:12]=[N:3][C:4]2[C:5](=[CH:6][C:7]([NH2:10])=[CH:8][CH:9]=2)[N:11]=1, predict the reactants needed to synthesize it. The reactants are: Cl.Cl.[NH2:3][C:4]1[CH:9]=[CH:8][C:7]([NH2:10])=[CH:6][C:5]=1[NH2:11].[CH3:12][C:13]([CH:15]=O)=O. (3) The reactants are: C(O)[C:2](N)([CH2:5]O)CO.Cl.[SH:10][CH2:11]CO.P(OC[C@H]1O[C@@H](N2C3N=CN=C(N)C=3N=C2)[C@H](O)[C@@H]1O)(OP(OP(O)(O)=O)(O)=O)(=O)O.[Mg+2].[Cl-].[Cl-].C([N:59]([CH2:64][C:65]([OH:67])=[O:66])CC(O)=O)C[N:59](CC(O)=O)[CH2:64][C:65]([OH:67])=[O:66]. Given the product [NH2:59][C@H:64]([C:65]([OH:67])=[O:66])[CH2:2][CH2:5][S:10][CH3:11], predict the reactants needed to synthesize it. (4) Given the product [F:24][C:13]1[CH:12]=[C:11]([N:10]2[CH2:26][C@H:27]([CH2:28][NH:33][C:35](=[O:34])[CH3:36])[O:29][C:9]2=[O:25])[CH:16]=[CH:15][C:14]=1[N:17]1[CH2:21][CH2:20][CH:19]([C:22]#[N:23])[CH2:18]1, predict the reactants needed to synthesize it. The reactants are: C(O[C:9](=[O:25])[NH:10][C:11]1[CH:16]=[CH:15][C:14]([N:17]2[CH2:21][CH2:20][CH:19]([C:22]#[N:23])[CH2:18]2)=[C:13]([F:24])[CH:12]=1)C1C=CC=CC=1.[CH3:26][C:27](C)([O-:29])[CH3:28].[Li+].[Cl-].[NH4+:33].[O:34]1CC[CH2:36][CH2:35]1. (5) Given the product [NH2:14][C:10]1[N:11]=[CH:12][CH:13]=[C:8]([C:5]2[CH:6]=[CH:7][C:2]([Cl:1])=[CH:3][C:4]=2[F:24])[C:9]=1[CH:22]=[O:23], predict the reactants needed to synthesize it. The reactants are: [Cl:1][C:2]1[CH:7]=[CH:6][C:5]([C:8]2[CH:13]=[CH:12][N:11]=[C:10]([NH:14]C(=O)OC(C)(C)C)[C:9]=2[CH:22]=[O:23])=[C:4]([F:24])[CH:3]=1.C(O)(C(F)(F)F)=O. (6) The reactants are: C(OC([N:8]1[CH2:13][CH2:12][CH:11]([NH:14][S:15]([CH:18]([CH3:20])[CH3:19])(=[O:17])=[O:16])[CH:10]([C:21]2[CH:26]=[CH:25][CH:24]=[CH:23][CH:22]=2)[CH2:9]1)=O)(C)(C)C.[N+:27]([O-])([OH:29])=[O:28].OS(O)(=O)=O. Given the product [N+:27]([C:24]1[CH:25]=[CH:26][C:21]([C@H:10]2[C@H:11]([NH:14][S:15]([CH:18]([CH3:20])[CH3:19])(=[O:17])=[O:16])[CH2:12][CH2:13][NH:8][CH2:9]2)=[CH:22][CH:23]=1)([O-:29])=[O:28], predict the reactants needed to synthesize it. (7) The reactants are: CN(C)/[CH:3]=[CH:4]/[C:5]([C:7]1[N:11]2[CH:12]=[CH:13][CH:14]=[CH:15][C:10]2=[N:9][CH:8]=1)=O.[NH2:17][C:18]([NH2:20])=[S:19].[CH3:21][O-].[Na+].CI. Given the product [CH3:21][S:19][C:18]1[N:20]=[C:5]([C:7]2[N:11]3[CH:12]=[CH:13][CH:14]=[CH:15][C:10]3=[N:9][CH:8]=2)[CH:4]=[CH:3][N:17]=1, predict the reactants needed to synthesize it. (8) Given the product [CH3:34][N:35]([CH3:36])[C:16]([C:8]1[S:7][C:6]2[N:2]([CH3:1])[N:3]=[C:4]([N:19]3[CH2:20][CH2:21][CH:22]([CH2:25][O:26][CH2:27][CH2:28][N:29]4[CH2:30][CH2:31][CH2:32][CH2:33]4)[CH2:23][CH2:24]3)[C:5]=2[C:9]=1[C:10]1[CH:11]=[CH:12][CH:13]=[CH:14][CH:15]=1)=[O:17], predict the reactants needed to synthesize it. The reactants are: [CH3:1][N:2]1[C:6]2[S:7][C:8]([C:16](O)=[O:17])=[C:9]([C:10]3[CH:15]=[CH:14][CH:13]=[CH:12][CH:11]=3)[C:5]=2[C:4]([N:19]2[CH2:24][CH2:23][CH:22]([CH2:25][O:26][CH2:27][CH2:28][N:29]3[CH2:33][CH2:32][CH2:31][CH2:30]3)[CH2:21][CH2:20]2)=[N:3]1.[CH3:34][N:35](C(ON1N=NC2C=CC=NC1=2)=[N+](C)C)[CH3:36].F[P-](F)(F)(F)(F)F.CNC. (9) Given the product [C:1]([O:5][CH:6]([C:11]1[CH:16]=[C:15]([N+:17]([O-:19])=[O:18])[C:14]([O:20][C:21]2[CH:26]=[CH:25][CH:24]=[CH:23][CH:22]=2)=[CH:13][C:12]=1[C:42]1[CH:51]=[CH:50][C:49]2[O:48][CH2:47][CH2:46][CH2:45][C:44]=2[CH:43]=1)[C:7]([O:9][CH3:10])=[O:8])([CH3:4])([CH3:3])[CH3:2], predict the reactants needed to synthesize it. The reactants are: [C:1]([O:5][CH:6]([C:11]1[CH:16]=[C:15]([N+:17]([O-:19])=[O:18])[C:14]([O:20][C:21]2[CH:26]=[CH:25][CH:24]=[CH:23][CH:22]=2)=[CH:13][C:12]=1Cl)[C:7]([O:9][CH3:10])=[O:8])([CH3:4])([CH3:3])[CH3:2].C(=O)([O-])[O-].[Na+].[Na+].CC1(C)C(C)(C)OB([C:42]2[CH:43]=[C:44]3[C:49](=[CH:50][CH:51]=2)[O:48][CH2:47][CH2:46][CH2:45]3)O1. (10) Given the product [CH2:35]([O:34][C:32]([N:1]1[C:9]2[C:4](=[CH:5][CH:6]=[CH:7][CH:8]=2)[C:3]([CH2:10][C:11]([OH:13])=[O:12])=[CH:2]1)=[O:33])[C:36]1[CH:41]=[CH:40][CH:39]=[CH:38][CH:37]=1, predict the reactants needed to synthesize it. The reactants are: [NH:1]1[C:9]2[C:4](=[CH:5][CH:6]=[CH:7][CH:8]=2)[C:3]([CH2:10][C:11]([OH:13])=[O:12])=[CH:2]1.C(=O)=O.CC(C)=O.[Li+].C[Si]([N-][Si](C)(C)C)(C)C.Cl[C:32]([O:34][CH2:35][C:36]1[CH:41]=[CH:40][CH:39]=[CH:38][CH:37]=1)=[O:33].